From a dataset of Forward reaction prediction with 1.9M reactions from USPTO patents (1976-2016). Predict the product of the given reaction. (1) Given the reactants [N:1]1[CH:6]=[CH:5][C:4]([C:7]2[CH:8]=[C:9]([CH2:15][OH:16])[C:10]([O:13][CH3:14])=[N:11][CH:12]=2)=[CH:3][CH:2]=1, predict the reaction product. The product is: [N:1]1[CH:6]=[CH:5][C:4]([C:7]2[CH:8]=[C:9]([CH:15]=[O:16])[C:10]([O:13][CH3:14])=[N:11][CH:12]=2)=[CH:3][CH:2]=1. (2) Given the reactants FC(F)(F)S([O:6][C:7]1[CH:16]=[CH:15][C:14]2[C:9](=[CH:10][CH:11]=[CH:12][CH:13]=2)[C:8]=1[CH:17]1[C:26]2[C:21](=[CH:22][CH:23]=[CH:24][CH:25]=2)[CH2:20][CH2:19][N:18]1C)(=O)=O.ClP([C:38]1[CH:43]=[CH:42][CH:41]=[CH:40][CH:39]=1)[C:38]1[CH:43]=[CH:42][CH:41]=[CH:40][CH:39]=1.CN([CH:47]=[O:48])C, predict the reaction product. The product is: [OH:6][C:7]1[C:8]([CH:17]2[C:26]3[C:21](=[CH:22][CH:23]=[CH:24][CH:25]=3)[CH2:20][CH2:19][NH:18]2)=[C:9]2[C:14](=[CH:15][CH:16]=1)[CH:13]=[C:12]([C:47]([C:38]1[CH:39]=[CH:40][CH:41]=[CH:42][CH:43]=1)=[O:48])[CH:11]=[CH:10]2. (3) The product is: [CH:1]1([N:6]2[CH2:7][CH2:8][N:9]([C:12]([C:14]3[CH:15]=[C:16]4[C:20](=[CH:21][CH:22]=3)[N:19]([C:39]3[CH:38]=[CH:37][CH:36]=[C:35]([C:34]([F:45])([F:44])[F:33])[CH:40]=3)[C:18]([C:23]([N:25]3[CH2:30][CH2:29][S:28](=[O:31])(=[O:32])[CH2:27][CH2:26]3)=[O:24])=[CH:17]4)=[O:13])[CH2:10][CH2:11]2)[CH2:2][CH2:3][CH2:4][CH2:5]1. Given the reactants [CH:1]1([N:6]2[CH2:11][CH2:10][N:9]([C:12]([C:14]3[CH:15]=[C:16]4[C:20](=[CH:21][CH:22]=3)[NH:19][C:18]([C:23]([N:25]3[CH2:30][CH2:29][S:28](=[O:32])(=[O:31])[CH2:27][CH2:26]3)=[O:24])=[CH:17]4)=[O:13])[CH2:8][CH2:7]2)[CH2:5][CH2:4][CH2:3][CH2:2]1.[F:33][C:34]([F:45])([F:44])[C:35]1[CH:36]=[C:37](B(O)O)[CH:38]=[CH:39][CH:40]=1.N1C=CC=CC=1, predict the reaction product. (4) Given the reactants [Cl-].[Ca+2].[Cl-].[BH4-].[Na+].[CH3:6][C:7]1[CH:8]=[N:9][C:10]([C:13]2[CH:14]=[C:15]([CH:20]=[CH:21][CH:22]=2)[C:16](OC)=[O:17])=[N:11][CH:12]=1.[OH-].[Na+], predict the reaction product. The product is: [CH3:6][C:7]1[CH:12]=[N:11][C:10]([C:13]2[CH:14]=[C:15]([CH2:16][OH:17])[CH:20]=[CH:21][CH:22]=2)=[N:9][CH:8]=1. (5) Given the reactants CN(C(ON1N=NC2C=CC=NC1=2)=[N+](C)C)C.F[P-](F)(F)(F)(F)F.[Cl:25][C:26]1[CH:31]=[CH:30][C:29]([CH2:32][NH2:33])=[C:28]([F:34])[C:27]=1[O:35][C:36]1[C:45]2[C:40](=[CH:41][CH:42]=[CH:43][CH:44]=2)[CH:39]=[CH:38][CH:37]=1.[Cl:46][C:47]1[CH:51]=[CH:50][NH:49][C:48]=1[C:52](O)=[O:53].C(N(C(C)C)CC)(C)C, predict the reaction product. The product is: [Cl:46][C:47]1[CH:51]=[CH:50][NH:49][C:48]=1[C:52]([NH:33][CH2:32][C:29]1[CH:30]=[CH:31][C:26]([Cl:25])=[C:27]([O:35][C:36]2[C:45]3[C:40](=[CH:41][CH:42]=[CH:43][CH:44]=3)[CH:39]=[CH:38][CH:37]=2)[C:28]=1[F:34])=[O:53]. (6) Given the reactants C1(N=C=NC2CCCCC2)CCCCC1.[CH3:16][O:17][C:18]([CH:20]1[CH2:24][CH2:23][CH:22]=[C:21]1[C:25]([OH:27])=O)=[O:19].[CH2:28]([NH2:35])[C:29]1[CH:34]=[CH:33][CH:32]=[CH:31][CH:30]=1.OC1C2N=NNC=2C=CC=1.C(N(CC)CC)C, predict the reaction product. The product is: [CH3:16][O:17][C:18]([CH:20]1[CH2:24][CH2:23][CH:22]=[C:21]1[C:25](=[O:27])[NH:35][CH2:28][C:29]1[CH:34]=[CH:33][CH:32]=[CH:31][CH:30]=1)=[O:19].